The task is: Predict the reactants needed to synthesize the given product.. This data is from Full USPTO retrosynthesis dataset with 1.9M reactions from patents (1976-2016). (1) Given the product [C:11]([C:10]1[CH:14]=[C:15]([I:18])[CH:16]=[CH:17][C:9]=1[NH:8][C:6](=[O:7])[O:5][C:2]([CH3:1])([CH3:3])[CH3:4])(=[O:13])[CH3:19], predict the reactants needed to synthesize it. The reactants are: [CH3:1][C:2]([O:5][C:6]([NH:8][C:9]1[CH:17]=[CH:16][C:15]([I:18])=[CH:14][C:10]=1[C:11]([OH:13])=O)=[O:7])([CH3:4])[CH3:3].[CH3:19][Mg]Br. (2) Given the product [F:22][C:5]1[C:6]([NH:8][CH:9]2[CH2:14][CH2:13][CH2:12][N:11]([C:15]([O:17][C:18]([CH3:21])([CH3:20])[CH3:19])=[O:16])[CH2:10]2)=[N:7][C:2]([NH:23][C:24]2[CH:29]=[CH:28][CH:27]=[CH:26][CH:25]=2)=[N:3][CH:4]=1, predict the reactants needed to synthesize it. The reactants are: Cl[C:2]1[N:7]=[C:6]([NH:8][CH:9]2[CH2:14][CH2:13][CH2:12][N:11]([C:15]([O:17][C:18]([CH3:21])([CH3:20])[CH3:19])=[O:16])[CH2:10]2)[C:5]([F:22])=[CH:4][N:3]=1.[NH2:23][C:24]1[CH:29]=[CH:28][CH:27]=[CH:26][CH:25]=1.C(O)(C(F)(F)F)=O. (3) The reactants are: ClC1C=C(Cl)C=CC=1[NH2:4].[H-].[Na+].[N+:12]([C:15]1[CH:23]=[CH:22][CH:21]=[CH:20][C:16]=1[C:17](Cl)=[O:18])([O-])=O. Given the product [NH2:12][C:15]1[CH:23]=[CH:22][CH:21]=[CH:20][C:16]=1[C:17]([NH2:4])=[O:18], predict the reactants needed to synthesize it. (4) Given the product [Cl:8][C:7]1[C:2]([NH:19][S:16]([C:13]2[CH:14]=[CH:15][C:10]([CH3:9])=[CH:11][CH:12]=2)(=[O:17])=[O:18])=[N:3][CH:4]=[CH:5][N:6]=1, predict the reactants needed to synthesize it. The reactants are: Cl[C:2]1[C:7]([Cl:8])=[N:6][CH:5]=[CH:4][N:3]=1.[CH3:9][C:10]1[CH:15]=[CH:14][C:13]([S:16]([NH2:19])(=[O:18])=[O:17])=[CH:12][CH:11]=1.C(=O)([O-])[O-].[K+].[K+].Cl. (5) Given the product [CH2:1]([O:3][C:4]([C:6]1[C:10]([CH3:11])=[C:9]([C:18]2[CH:19]=[CH:20][CH:21]=[C:22]([N+:23]([O-:25])=[O:24])[C:17]=2[O:16][CH3:15])[N:8]([CH3:13])[C:7]=1[CH3:14])=[O:5])[CH3:2], predict the reactants needed to synthesize it. The reactants are: [CH2:1]([O:3][C:4]([C:6]1[C:10]([CH3:11])=[C:9](I)[N:8]([CH3:13])[C:7]=1[CH3:14])=[O:5])[CH3:2].[CH3:15][O:16][C:17]1[C:22]([N+:23]([O-:25])=[O:24])=[CH:21][CH:20]=[CH:19][C:18]=1B1OC(C)(C)C(C)(C)O1.C(=O)([O-])[O-].[Na+].[Na+].O. (6) Given the product [O:14]1[CH2:15][CH2:16][N:11]([C:9]2[S:10][C:5]3[C:4]([N:17]4[CH2:22][CH2:21][O:20][CH2:19][CH2:18]4)=[N:3][C:2]([C:30]4[CH:29]=[N:31][C:2]([NH2:7])=[N:3][CH:4]=4)=[N:7][C:6]=3[N:8]=2)[CH2:12][CH2:13]1, predict the reactants needed to synthesize it. The reactants are: Cl[C:2]1[N:3]=[C:4]([N:17]2[CH2:22][CH2:21][O:20][CH2:19][CH2:18]2)[C:5]2[S:10][C:9]([N:11]3[CH2:16][CH2:15][O:14][CH2:13][CH2:12]3)=[N:8][C:6]=2[N:7]=1.C(=O)([O-])[O-].[Na+].[Na+].[C:29](#[N:31])[CH3:30].